From a dataset of Catalyst prediction with 721,799 reactions and 888 catalyst types from USPTO. Predict which catalyst facilitates the given reaction. Reactant: [OH:1][C:2]1[CH:11]=[CH:10][C:5]([C:6]([O:8][CH3:9])=[O:7])=[CH:4][C:3]=1[O:12][CH3:13].C([O-])([O-])=O.[K+].[K+].Cl[CH2:21][C:22]([CH3:24])=[CH2:23]. Product: [CH3:13][O:12][C:3]1[CH:4]=[C:5]([CH:10]=[CH:11][C:2]=1[O:1][CH2:23][C:22]([CH3:24])=[CH2:21])[C:6]([O:8][CH3:9])=[O:7]. The catalyst class is: 3.